Dataset: Forward reaction prediction with 1.9M reactions from USPTO patents (1976-2016). Task: Predict the product of the given reaction. (1) The product is: [CH:16]([C:15]1[CH:14]=[CH:13][CH:12]=[C:11]([CH:19]([CH3:20])[CH3:21])[C:10]=1[N:9]=[C:8]([C:22]1[CH:27]=[CH:26][CH:25]=[CH:24][CH:23]=1)[C:4]1[CH:5]=[CH:6][CH:7]=[C:2]([C:34]2[CH:39]=[CH:38][CH:37]=[CH:36][N:35]=2)[CH:3]=1)([CH3:17])[CH3:18]. Given the reactants Br[C:2]1[CH:3]=[C:4]([C:8]([C:22]2[CH:27]=[CH:26][CH:25]=[CH:24][CH:23]=2)=[N:9][C:10]2[C:15]([CH:16]([CH3:18])[CH3:17])=[CH:14][CH:13]=[CH:12][C:11]=2[CH:19]([CH3:21])[CH3:20])[CH:5]=[CH:6][CH:7]=1.[Li]CCCC.Br[C:34]1[CH:39]=[CH:38][CH:37]=[CH:36][N:35]=1.O, predict the reaction product. (2) Given the reactants [NH2:1][C:2]1[N:7]=[CH:6][N:5]=[C:4]2[N:8]([CH:20]([C:22]3[N:23]([C:33]4[CH:38]=[CH:37][CH:36]=[CH:35][CH:34]=4)[C:24](=[O:32])[C:25]4[C:30](C=3)=[CH:29][CH:28]=[CH:27][CH:26]=4)[CH3:21])[N:9]=[C:10]([C:11]3[CH:16]=[CH:15][C:14]([O:17][CH3:18])=[C:13]([NH2:19])[CH:12]=3)[C:3]=12.[N:39]1C=CC=CC=1.[CH3:45][S:46](Cl)(=[O:48])=[O:47], predict the reaction product. The product is: [NH2:1][C:2]1[N:7]=[CH:6][N:5]=[C:4]2[N:8]([CH:20]([C:22]3[N:23]([C:33]4[CH:34]=[CH:35][CH:36]=[CH:37][CH:38]=4)[C:24](=[O:32])[C:25]4[C:30](=[CH:29][CH:28]=[CH:27][CH:26]=4)[N:39]=3)[CH3:21])[N:9]=[C:10]([C:11]3[CH:16]=[CH:15][C:14]([O:17][CH3:18])=[C:13]([NH:19][S:46]([CH3:45])(=[O:48])=[O:47])[CH:12]=3)[C:3]=12.